From a dataset of Forward reaction prediction with 1.9M reactions from USPTO patents (1976-2016). Predict the product of the given reaction. (1) The product is: [Cl:29][C:22]1[C:23]([O:25][CH:26]([F:28])[F:27])=[CH:24][C:19]2[O:18][CH:17]([C:30]([N:32]3[CH2:33][CH2:34][C:35]([CH2:38][C:39]4[CH:44]=[CH:43][C:42]([F:45])=[CH:41][CH:40]=4)([C:46]#[N:47])[CH2:36][CH2:37]3)=[O:31])[CH2:16][NH:15][C:20]=2[CH:21]=1. Given the reactants FC(F)(F)C(O)=O.C(OC([N:15]1[C:20]2[CH:21]=[C:22]([Cl:29])[C:23]([O:25][CH:26]([F:28])[F:27])=[CH:24][C:19]=2[O:18][CH:17]([C:30]([N:32]2[CH2:37][CH2:36][C:35]([C:46]#[N:47])([CH2:38][C:39]3[CH:44]=[CH:43][C:42]([F:45])=[CH:41][CH:40]=3)[CH2:34][CH2:33]2)=[O:31])[CH2:16]1)=O)(C)(C)C, predict the reaction product. (2) Given the reactants [C:1]([C:5]1[N:10]=[CH:9][C:8]([C:11]2[N:12]([C:32]([N:34]3[CH2:39][CH2:38][CH:37]([CH2:40][C:41](O)=[O:42])[CH2:36][CH2:35]3)=[O:33])[C@@:13]([C:25]3[CH:30]=[CH:29][C:28]([Cl:31])=[CH:27][CH:26]=3)([CH3:24])[C@@:14]([C:17]3[CH:22]=[CH:21][C:20]([Cl:23])=[CH:19][CH:18]=3)([CH3:16])[N:15]=2)=[C:7]([O:44][CH2:45][CH3:46])[CH:6]=1)([CH3:4])([CH3:3])[CH3:2].[CH2:47]([NH:50][CH2:51][CH2:52][CH3:53])[CH2:48][CH3:49], predict the reaction product. The product is: [C:1]([C:5]1[N:10]=[CH:9][C:8]([C:11]2[N:12]([C:32]([N:34]3[CH2:39][CH2:38][CH:37]([CH2:40][C:41]([N:50]([CH2:51][CH2:52][CH3:53])[CH2:47][CH2:48][CH3:49])=[O:42])[CH2:36][CH2:35]3)=[O:33])[C@@:13]([C:25]3[CH:30]=[CH:29][C:28]([Cl:31])=[CH:27][CH:26]=3)([CH3:24])[C@@:14]([C:17]3[CH:22]=[CH:21][C:20]([Cl:23])=[CH:19][CH:18]=3)([CH3:16])[N:15]=2)=[C:7]([O:44][CH2:45][CH3:46])[CH:6]=1)([CH3:3])([CH3:2])[CH3:4]. (3) Given the reactants [CH2:1]([O:8][C:9]1[CH:18]=[C:17]2[C:12]([CH2:13][CH2:14][CH:15]([C:19]([O:21][CH2:22][CH3:23])=[O:20])[O:16]2)=[CH:11][CH:10]=1)[C:2]1[CH:7]=[CH:6][CH:5]=[CH:4][CH:3]=1.CN(C)P(N(C)C)(N(C)C)=O.C[Si]([N-][Si](C)(C)C)(C)C.[Na+].I[CH2:46][CH3:47], predict the reaction product. The product is: [CH2:1]([O:8][C:9]1[CH:18]=[C:17]2[C:12]([CH2:13][CH2:14][C:15]([CH2:46][CH3:47])([C:19]([O:21][CH2:22][CH3:23])=[O:20])[O:16]2)=[CH:11][CH:10]=1)[C:2]1[CH:7]=[CH:6][CH:5]=[CH:4][CH:3]=1. (4) The product is: [C:19]([C:18]1[CH:21]=[CH:22][C:15]([NH:1][C@H:2]2[CH2:6][CH2:5][N:4]([C:7]([O:9][C:10]([CH3:13])([CH3:12])[CH3:11])=[O:8])[CH2:3]2)=[CH:16][C:17]=1[C:23]([F:24])([F:25])[F:26])#[N:20]. Given the reactants [NH2:1][C@H:2]1[CH2:6][CH2:5][N:4]([C:7]([O:9][C:10]([CH3:13])([CH3:12])[CH3:11])=[O:8])[CH2:3]1.F[C:15]1[CH:22]=[CH:21][C:18]([C:19]#[N:20])=[C:17]([C:23]([F:26])([F:25])[F:24])[CH:16]=1.CCN(C(C)C)C(C)C, predict the reaction product. (5) Given the reactants [C:1]([C:3]1[CH:20]=[CH:19][C:6]([CH2:7][NH:8][C:9](=[O:18])[C:10]2[CH:15]=[CH:14][C:13]([F:16])=[C:12]([CH3:17])[CH:11]=2)=[C:5]([OH:21])[CH:4]=1)#[N:2].Cl[CH2:23][C:24]([NH:26][CH3:27])=[O:25], predict the reaction product. The product is: [C:1]([C:3]1[CH:20]=[CH:19][C:6]([CH2:7][NH:8][C:9](=[O:18])[C:10]2[CH:15]=[CH:14][C:13]([F:16])=[C:12]([CH3:17])[CH:11]=2)=[C:5]([O:21][CH2:23][C:24](=[O:25])[NH:26][CH3:27])[CH:4]=1)#[N:2]. (6) Given the reactants [NH2:1][CH:2]([C:11]1[C:16]([O:17][CH3:18])=[CH:15][CH:14]=[CH:13][C:12]=1[O:19][CH3:20])[CH2:3][CH:4]([CH3:10])[C:5]([O:7]CC)=O.[N:21]1([C:27]2[CH:28]=[C:29]([CH:32]=[CH:33][CH:34]=2)[CH:30]=O)[CH2:26][CH2:25][CH2:24][CH2:23][CH2:22]1, predict the reaction product. The product is: [CH3:18][O:17][C:16]1[CH:15]=[CH:14][CH:13]=[C:12]([O:19][CH3:20])[C:11]=1[CH:2]1[N:1]([CH2:30][C:29]2[CH:32]=[CH:33][CH:34]=[C:27]([N:21]3[CH2:26][CH2:25][CH2:24][CH2:23][CH2:22]3)[CH:28]=2)[C:5](=[O:7])[CH:4]([CH3:10])[CH2:3]1. (7) Given the reactants [F:1][CH:2]([F:19])[C:3]1[CH:15]=[CH:14][CH:13]=[C:12]([N+:16]([O-:18])=[O:17])[C:4]=1[C:5]([O:7]C(C)(C)C)=[O:6].C(O)(C(F)(F)F)=O, predict the reaction product. The product is: [F:1][CH:2]([F:19])[C:3]1[CH:15]=[CH:14][CH:13]=[C:12]([N+:16]([O-:18])=[O:17])[C:4]=1[C:5]([OH:7])=[O:6].